Dataset: Reaction yield outcomes from USPTO patents with 853,638 reactions. Task: Predict the reaction yield, written as a fraction of the theoretical maximum amount of product (1.0 means a 100% yield; for example, 0.34 means a 34% yield). (1) The catalyst is CO. The yield is 0.580. The product is [CH3:1][N:2]1[N:6]=[N:5][C:4]([C:7]2[CH:12]=[CH:11][C:10]([C:13]3[CH:18]=[CH:17][C:16]([N:19]4[CH2:23][C@H:22]([CH2:24][O:25][CH3:32])[O:21][C:20]4=[O:30])=[CH:15][C:14]=3[F:31])=[CH:9][N:8]=2)=[N:3]1. The reactants are [CH3:1][N:2]1[N:6]=[N:5][C:4]([C:7]2[CH:12]=[CH:11][C:10]([C:13]3[CH:18]=[CH:17][C:16]([N:19]4[CH2:23][C@H:22]([CH2:24][O:25]S(C)(=O)=O)[O:21][C:20]4=[O:30])=[CH:15][C:14]=3[F:31])=[CH:9][N:8]=2)=[N:3]1.[CH3:32][O-].[Na+]. (2) The reactants are Br[C:2]1[C:3]([F:18])=[CH:4][C:5]2[N:9]=[CH:8][N:7]([C:10]3[CH:15]=[CH:14][N:13]=[C:12]([NH2:16])[N:11]=3)[C:6]=2[CH:17]=1.N1CCCCC1.[S:25]1[CH:29]=[CH:28][N:27]=[C:26]1[C:30]([OH:34])([C:32]#[CH:33])[CH3:31]. The catalyst is C1C=CC([P]([Pd]([P](C2C=CC=CC=2)(C2C=CC=CC=2)C2C=CC=CC=2)([P](C2C=CC=CC=2)(C2C=CC=CC=2)C2C=CC=CC=2)[P](C2C=CC=CC=2)(C2C=CC=CC=2)C2C=CC=CC=2)(C2C=CC=CC=2)C2C=CC=CC=2)=CC=1.[Cu]I. The product is [NH2:16][C:12]1[N:11]=[C:10]([N:7]2[C:6]3[CH:17]=[C:2]([C:33]#[C:32][C:30]([C:26]4[S:25][CH:29]=[CH:28][N:27]=4)([OH:34])[CH3:31])[C:3]([F:18])=[CH:4][C:5]=3[N:9]=[CH:8]2)[CH:15]=[CH:14][N:13]=1. The yield is 0.171. (3) The reactants are F[C:2]1[CH:7]=[CH:6][CH:5]=[CH:4][C:3]=1[CH2:8][C:9](=[O:15])[C:10]([O:12][CH2:13][CH3:14])=[O:11].C(Br)C1C=CC=CC=1.[Mg].C(OCC)(=O)C(OCC)=O. No catalyst specified. The product is [C:3]1([CH2:8][C:9](=[O:15])[C:10]([O:12][CH2:13][CH3:14])=[O:11])[CH:4]=[CH:5][CH:6]=[CH:7][CH:2]=1. The yield is 0.800. (4) The reactants are [I:1]I.[NH2:3][C:4]1[CH:13]=[CH:12][C:7]([C:8]([O:10][CH3:11])=[O:9])=[CH:6][N:5]=1.CO.C(Cl)(Cl)Cl. The catalyst is C(O)C.S([O-])([O-])(=O)=O.[Ag+2]. The product is [NH2:3][C:4]1[C:13]([I:1])=[CH:12][C:7]([C:8]([O:10][CH3:11])=[O:9])=[CH:6][N:5]=1. The yield is 0.620. (5) The reactants are Br[Zn][CH2:3][C:4]([O:6][CH2:7][CH3:8])=[O:5].[CH3:9][C:10]1[C:11](=[O:18])[C:12]([CH3:17])=[CH:13][C:14](=[O:16])[CH:15]=1.Cl.C(OCC)(=O)C. The catalyst is C1COCC1. The product is [OH:16][C:14]1([CH2:3][C:4]([O:6][CH2:7][CH3:8])=[O:5])[CH:13]=[C:12]([CH3:17])[C:11](=[O:18])[C:10]([CH3:9])=[CH:15]1. The yield is 0.800. (6) The reactants are [NH2:1][C:2]1[N:7]=[C:6]([NH:8][C@H:9]2[CH2:14][CH2:13][C@H:12]([OH:15])[CH2:11][CH2:10]2)[C:5](Br)=[C:4]([CH3:17])[N:3]=1.C1(C)C=CC=CC=1P(C1C=CC=CC=1C)C1C=CC=CC=1C.[C:40]([O:44][CH2:45][CH3:46])(=[O:43])[CH:41]=[CH2:42]. The catalyst is C(N(CC)CC)C.C([O-])(=O)C.[Pd+2].C([O-])(=O)C. The product is [NH2:1][C:2]1[N:7]=[C:6]([NH:8][C@H:9]2[CH2:14][CH2:13][C@H:12]([OH:15])[CH2:11][CH2:10]2)[C:5](/[CH:42]=[CH:41]/[C:40]([O:44][CH2:45][CH3:46])=[O:43])=[C:4]([CH3:17])[N:3]=1. The yield is 0.520.